This data is from Catalyst prediction with 721,799 reactions and 888 catalyst types from USPTO. The task is: Predict which catalyst facilitates the given reaction. Reactant: CC1(C)[O:6][CH:5]([CH:7]2[O:11][CH:10]3[O:12][C:13]([CH3:16])([CH3:15])[O:14][CH:9]3[CH:8]2[O:17][CH2:18][C:19]2[CH:24]=[CH:23][CH:22]=[CH:21][CH:20]=2)[CH2:4][O:3]1.C(O)(=O)C. Product: [CH3:15][C:13]1([CH3:16])[O:12][C@@H:10]2[C@@H:9]([C@@H:8]([O:17][CH2:18][C:19]3[CH:24]=[CH:23][CH:22]=[CH:21][CH:20]=3)[C@@H:7]([C@H:5]([OH:6])[CH2:4][OH:3])[O:11]2)[O:14]1. The catalyst class is: 6.